This data is from Catalyst prediction with 721,799 reactions and 888 catalyst types from USPTO. The task is: Predict which catalyst facilitates the given reaction. (1) Reactant: [NH2:1][C:2]1[C:7]([C:8]#[N:9])=[C:6]([C:10]2[CH:14]=[CH:13][NH:12][N:11]=2)[C:5]([C:15]#[N:16])=[C:4]([S:17][CH2:18][C:19]2[N:20]=[C:21]([C:24]3[CH:29]=[CH:28][C:27]([Cl:30])=[CH:26][CH:25]=3)[S:22][CH:23]=2)[N:3]=1.C1CCN2C(=NCCC2)CC1.I[CH2:43][CH2:44][CH2:45][OH:46].O. Product: [NH2:1][C:2]1[C:7]([C:8]#[N:9])=[C:6]([C:10]2[CH:14]=[CH:13][N:12]([CH2:43][CH2:44][CH2:45][OH:46])[N:11]=2)[C:5]([C:15]#[N:16])=[C:4]([S:17][CH2:18][C:19]2[N:20]=[C:21]([C:24]3[CH:25]=[CH:26][C:27]([Cl:30])=[CH:28][CH:29]=3)[S:22][CH:23]=2)[N:3]=1. The catalyst class is: 39. (2) Reactant: COC([C:5]1[C:6]([N:14]([CH2:21][CH2:22][CH2:23][C:24](OCC)=[O:25])[C:15]([O:17][CH:18]([CH3:20])[CH3:19])=[O:16])=[C:7]2[C:11](=[CH:12][CH:13]=1)[CH2:10][CH2:9][CH2:8]2)=O.CC(C)([O-])C.[K+].Cl.[Cl-].[Li+]. Product: [CH:18]([O:17][C:15]([N:14]1[C:6]2[C:7]3[CH2:8][CH2:9][CH2:10][C:11]=3[CH:12]=[CH:13][C:5]=2[C:24](=[O:25])[CH2:23][CH2:22][CH2:21]1)=[O:16])([CH3:19])[CH3:20]. The catalyst class is: 220. (3) The catalyst class is: 12. Reactant: [CH2:1]([N:3]([CH2:32][CH3:33])[CH2:4]/[CH:5]=[CH:6]\[C:7]1[CH:12]=[CH:11][CH:10]=[CH:9][C:8]=1[S:13]([NH:16][C:17]1[C:26]([C:27]([O:29]C)=[O:28])=[C:25]2[C:20]([CH:21]3[CH2:31][CH:22]3[CH2:23][O:24]2)=[CH:19][CH:18]=1)(=[O:15])=[O:14])[CH3:2].O.[OH-].[Li+].O. Product: [CH2:32]([N:3]([CH2:1][CH3:2])[CH2:4]/[CH:5]=[CH:6]\[C:7]1[CH:12]=[CH:11][CH:10]=[CH:9][C:8]=1[S:13]([NH:16][C:17]1[C:26]([C:27]([OH:29])=[O:28])=[C:25]2[C:20]([CH:21]3[CH2:31][CH:22]3[CH2:23][O:24]2)=[CH:19][CH:18]=1)(=[O:15])=[O:14])[CH3:33]. (4) Reactant: Cl[C:2]1[CH:3]=[C:4]([C:9]2[N:13]3[C:14]4[N:22]=[C:21]([O:23][CH3:24])[CH:20]=[CH:19][C:15]=4[N:16]=[C:17]([CH3:18])[C:12]3=[C:11]([CH3:25])[N:10]=2)[CH:5]=[C:6](Cl)[CH:7]=1.[NH2:26][C:27](C1C=C(B(O)O)C=CC=1)=[O:28].C([O-])([O-])=O.[K+].[K+]. Product: [CH3:24][O:23][C:21]1[CH:20]=[CH:19][C:15]2[N:16]=[C:17]([CH3:18])[C:12]3[N:13]([C:9]([C:4]4[CH:3]=[C:2]([CH:7]=[CH:6][CH:5]=4)[C:27]([NH2:26])=[O:28])=[N:10][C:11]=3[CH3:25])[C:14]=2[N:22]=1. The catalyst class is: 73.